Task: Predict the reaction yield, written as a fraction of the theoretical maximum amount of product (1.0 means a 100% yield; for example, 0.34 means a 34% yield).. Dataset: Reaction yield outcomes from USPTO patents with 853,638 reactions (1) The reactants are [C:1]([C:3]1[CH:8]=[N:7][N:6]2[C:9]([C:12]([O:14][CH2:15][CH3:16])=[O:13])=[CH:10][CH:11]=[C:5]2[C:4]=1O)#[N:2].CN(C)C1C=CC=CC=1.O=P(Cl)(Cl)[Cl:29]. The catalyst is C(#N)C.[Cl-].C([N+](CC)(CC)CC)C1C=CC=CC=1.C(Cl)(Cl)Cl. The product is [Cl:29][C:4]1[C:5]2[N:6]([C:9]([C:12]([O:14][CH2:15][CH3:16])=[O:13])=[CH:10][CH:11]=2)[N:7]=[CH:8][C:3]=1[C:1]#[N:2]. The yield is 0.570. (2) The reactants are [Cl:1][C:2]1[N:7]=[C:6](I)[N:5]=[C:4]([N:9]2[CH2:14][CH2:13][O:12][CH2:11][CH2:10]2)[CH:3]=1.[C:15]([O:19][C:20]([N:22]1[CH2:31][CH2:30][C:29]2[C:24](=[CH:25][C:26]([NH2:32])=[CH:27][CH:28]=2)[CH2:23]1)=[O:21])([CH3:18])([CH3:17])[CH3:16].CC(C)([O-])C.[Na+]. The catalyst is C1(C)C=CC=CC=1.C1C=CC(/C=C/C(/C=C/C2C=CC=CC=2)=O)=CC=1.C1C=CC(/C=C/C(/C=C/C2C=CC=CC=2)=O)=CC=1.C1C=CC(/C=C/C(/C=C/C2C=CC=CC=2)=O)=CC=1.[Pd].[Pd].C1(P(C2C=CC=CC=2)[C-]2C=CC=C2)C=CC=CC=1.[C-]1(P(C2C=CC=CC=2)C2C=CC=CC=2)C=CC=C1.[Fe+2]. The product is [C:15]([O:19][C:20]([N:22]1[CH2:31][CH2:30][C:29]2[C:24](=[CH:25][C:26]([NH:32][C:6]3[N:7]=[C:2]([Cl:1])[CH:3]=[C:4]([N:9]4[CH2:14][CH2:13][O:12][CH2:11][CH2:10]4)[N:5]=3)=[CH:27][CH:28]=2)[CH2:23]1)=[O:21])([CH3:18])([CH3:16])[CH3:17]. The yield is 1.00. (3) The reactants are [F:1][C:2]1[CH:3]=[C:4]([CH:6]=[CH:7][CH:8]=1)[NH2:5].S(C1C=CC(C)=CC=1)(O[CH2:13][CH2:14][F:15])(=O)=O.N1C(C)=CC=CC=1C. The catalyst is CN(C=O)C.C(OCC)(=O)C. The product is [F:15][CH2:14][CH2:13][NH:5][C:4]1[CH:6]=[CH:7][CH:8]=[C:2]([F:1])[CH:3]=1. The yield is 0.100. (4) The reactants are [I:1][C:2]1[CH:3]=[C:4]([CH:6]=[CH:7][CH:8]=1)[NH2:5].[CH3:9][S:10](O[S:10]([CH3:9])(=[O:12])=[O:11])(=[O:12])=[O:11].NC1C=CC=CC=1. The catalyst is N1C=CC=CC=1. The product is [I:1][C:2]1[CH:3]=[C:4]([NH:5][S:10]([CH3:9])(=[O:12])=[O:11])[CH:6]=[CH:7][CH:8]=1. The yield is 0.890. (5) The catalyst is CN(C=O)C.O. The yield is 0.890. The reactants are [C:1]([O:5][C:6]([N:8]1[CH2:13][CH2:12][N:11]([C:14]2[CH:22]=[CH:21][C:17]([C:18]([OH:20])=O)=[CH:16][C:15]=2[F:23])[CH2:10][CH2:9]1)=[O:7])([CH3:4])([CH3:3])[CH3:2].[CH3:24][CH:25]([NH2:27])[CH3:26].Cl.C(N=C=NCCCN(C)C)C.O.N1(O)C2C=CC=CC=2N=N1.CN1CCOCC1. The product is [F:23][C:15]1[CH:16]=[C:17]([C:18](=[O:20])[NH:27][CH:25]([CH3:26])[CH3:24])[CH:21]=[CH:22][C:14]=1[N:11]1[CH2:12][CH2:13][N:8]([C:6]([O:5][C:1]([CH3:4])([CH3:3])[CH3:2])=[O:7])[CH2:9][CH2:10]1.